The task is: Predict the product of the given reaction.. This data is from Forward reaction prediction with 1.9M reactions from USPTO patents (1976-2016). Given the reactants [CH2:1]1[CH2:14][O:13][C:8]23[O:9][CH2:10][CH2:11][O:12][C:3]2([C@:4]2([CH2:27][CH2:26][C@H:25]4[C@@H:15]([CH2:16][C:17](=O)[CH:18]5[C@:23]4([CH3:24])[CH2:22][CH2:21][CH2:20][CH2:19]5)[C@@H:6]2[CH2:7]3)[CH3:5])[O:2]1.[NH2:29][O:30][CH2:31][CH3:32].Cl, predict the reaction product. The product is: [CH2:11]1[CH2:10][O:9][C:8]23[O:13][CH2:14][CH2:1][O:2][C:3]2([C@:4]2([CH2:27][CH2:26][C@H:25]4[C@@H:15]([CH2:16]/[C:17](=[N:29]\[O:30][CH2:31][CH3:32])/[CH:18]5[C@:23]4([CH3:24])[CH2:22][CH2:21][CH2:20][CH2:19]5)[C@@H:6]2[CH2:7]3)[CH3:5])[O:12]1.